This data is from NCI-60 drug combinations with 297,098 pairs across 59 cell lines. The task is: Regression. Given two drug SMILES strings and cell line genomic features, predict the synergy score measuring deviation from expected non-interaction effect. (1) Drug 1: C1=CC(=CC=C1C#N)C(C2=CC=C(C=C2)C#N)N3C=NC=N3. Drug 2: CN1C(=O)N2C=NC(=C2N=N1)C(=O)N. Cell line: SR. Synergy scores: CSS=3.38, Synergy_ZIP=0.421, Synergy_Bliss=1.19, Synergy_Loewe=0.444, Synergy_HSA=-0.105. (2) Cell line: SR. Synergy scores: CSS=-2.21, Synergy_ZIP=1.98, Synergy_Bliss=4.05, Synergy_Loewe=-2.19, Synergy_HSA=-1.45. Drug 1: C1=NC2=C(N=C(N=C2N1C3C(C(C(O3)CO)O)O)F)N. Drug 2: COC1=NC(=NC2=C1N=CN2C3C(C(C(O3)CO)O)O)N. (3) Drug 1: CC1=C2C(C(=O)C3(C(CC4C(C3C(C(C2(C)C)(CC1OC(=O)C(C(C5=CC=CC=C5)NC(=O)OC(C)(C)C)O)O)OC(=O)C6=CC=CC=C6)(CO4)OC(=O)C)O)C)O. Drug 2: CN1C2=C(C=C(C=C2)N(CCCl)CCCl)N=C1CCCC(=O)O.Cl. Cell line: SW-620. Synergy scores: CSS=4.43, Synergy_ZIP=-1.17, Synergy_Bliss=1.29, Synergy_Loewe=-0.481, Synergy_HSA=1.16. (4) Drug 1: C1CCN(CC1)CCOC2=CC=C(C=C2)C(=O)C3=C(SC4=C3C=CC(=C4)O)C5=CC=C(C=C5)O. Drug 2: C(CCl)NC(=O)N(CCCl)N=O. Cell line: HOP-92. Synergy scores: CSS=6.28, Synergy_ZIP=-4.48, Synergy_Bliss=-0.877, Synergy_Loewe=0.387, Synergy_HSA=-0.819. (5) Drug 1: CC1C(C(CC(O1)OC2CC(CC3=C2C(=C4C(=C3O)C(=O)C5=C(C4=O)C(=CC=C5)OC)O)(C(=O)C)O)N)O.Cl. Drug 2: C1C(C(OC1N2C=C(C(=O)NC2=O)F)CO)O. Cell line: OVCAR-8. Synergy scores: CSS=52.4, Synergy_ZIP=2.26, Synergy_Bliss=1.55, Synergy_Loewe=4.14, Synergy_HSA=5.00.